Dataset: Forward reaction prediction with 1.9M reactions from USPTO patents (1976-2016). Task: Predict the product of the given reaction. (1) Given the reactants C[O:2][C:3]([C:5]1[N:6]=[C:7]([Br:10])[S:8][CH:9]=1)=O.[NH3:11], predict the reaction product. The product is: [Br:10][C:7]1[S:8][CH:9]=[C:5]([C:3]([NH2:11])=[O:2])[N:6]=1. (2) Given the reactants [CH3:1][O:2][C:3]1[CH:18]=[CH:17][CH:16]=[CH:15][C:4]=1[CH2:5][NH:6][C:7]1[N:14]=[CH:13][CH:12]=[CH:11][C:8]=1[CH:9]=O.[C:19](OCC)(=[O:26])[CH2:20][C:21]([O:23][CH2:24][CH3:25])=[O:22].N1CCCCC1, predict the reaction product. The product is: [CH3:1][O:2][C:3]1[CH:18]=[CH:17][CH:16]=[CH:15][C:4]=1[CH2:5][N:6]1[C:7]2[C:8](=[CH:11][CH:12]=[CH:13][N:14]=2)[CH:9]=[C:20]([C:21]([O:23][CH2:24][CH3:25])=[O:22])[C:19]1=[O:26]. (3) Given the reactants Cl[C:2]1[N:7]=[C:6]([NH2:8])[CH:5]=[CH:4][N:3]=1.[CH:9]([NH:12][C:13](=[O:31])[CH2:14][O:15][C:16]1[CH:21]=[CH:20][CH:19]=[C:18](B2OC(C)(C)C(C)(C)O2)[CH:17]=1)([CH3:11])[CH3:10].[F-].[Cs+], predict the reaction product. The product is: [NH2:8][C:6]1[CH:5]=[CH:4][N:3]=[C:2]([C:18]2[CH:17]=[C:16]([CH:21]=[CH:20][CH:19]=2)[O:15][CH2:14][C:13]([NH:12][CH:9]([CH3:10])[CH3:11])=[O:31])[N:7]=1. (4) Given the reactants [Cl:1][C:2]1[CH:34]=[CH:33][C:5]2[N:6]([CH3:32])[C:7](=[O:31])[CH2:8][N:9]3[C:12](=[O:13])[C@@H:11]([O:14][C:15]4[CH:20]=[C:19]([O:21][CH3:22])[CH:18]=[C:17]([O:23][CH3:24])[CH:16]=4)[C@:10]3([C:25]3[CH:30]=[CH:29][CH:28]=[CH:27][CH:26]=3)[C:4]=2[CH:3]=1.[O:35]1CCOCC1, predict the reaction product. The product is: [Cl:1][C:2]1[CH:34]=[CH:33][C:5]2[N:6]([CH3:32])[C:7](=[O:31])[CH2:8][NH:9][C@@:10]([C@H:11]([O:14][C:15]3[CH:20]=[C:19]([O:21][CH3:22])[CH:18]=[C:17]([O:23][CH3:24])[CH:16]=3)[C:12]([OH:35])=[O:13])([C:25]3[CH:26]=[CH:27][CH:28]=[CH:29][CH:30]=3)[C:4]=2[CH:3]=1. (5) Given the reactants [C:1]([C:5]1[CH:10]=[CH:9][C:8]([C:11]2[N:12]([C:30](Cl)=[O:31])[C@H:13]([C:23]3[CH:28]=[CH:27][C:26]([Cl:29])=[CH:25][CH:24]=3)[C@H:14]([C:16]3[CH:21]=[CH:20][C:19]([Cl:22])=[CH:18][CH:17]=3)[N:15]=2)=[C:7]([O:33][CH2:34][CH3:35])[CH:6]=1)([CH3:4])([CH3:3])[CH3:2].[CH3:36][C:37]([CH3:48])([CH3:47])[C:38](=[O:46])[CH2:39][N:40]1[CH2:45][CH2:44][NH:43][CH2:42][CH2:41]1, predict the reaction product. The product is: [ClH:22].[C:1]([C:5]1[CH:10]=[CH:9][C:8]([C:11]2[N:12]([C:30]([N:43]3[CH2:44][CH2:45][N:40]([CH2:39][C:38](=[O:46])[C:37]([CH3:48])([CH3:47])[CH3:36])[CH2:41][CH2:42]3)=[O:31])[C@H:13]([C:23]3[CH:24]=[CH:25][C:26]([Cl:29])=[CH:27][CH:28]=3)[C@H:14]([C:16]3[CH:17]=[CH:18][C:19]([Cl:22])=[CH:20][CH:21]=3)[N:15]=2)=[C:7]([O:33][CH2:34][CH3:35])[CH:6]=1)([CH3:4])([CH3:2])[CH3:3].